This data is from NCI-60 drug combinations with 297,098 pairs across 59 cell lines. The task is: Regression. Given two drug SMILES strings and cell line genomic features, predict the synergy score measuring deviation from expected non-interaction effect. (1) Drug 1: CC1C(C(CC(O1)OC2CC(OC(C2O)C)OC3=CC4=CC5=C(C(=O)C(C(C5)C(C(=O)C(C(C)O)O)OC)OC6CC(C(C(O6)C)O)OC7CC(C(C(O7)C)O)OC8CC(C(C(O8)C)O)(C)O)C(=C4C(=C3C)O)O)O)O. Drug 2: COCCOC1=C(C=C2C(=C1)C(=NC=N2)NC3=CC=CC(=C3)C#C)OCCOC.Cl. Cell line: HOP-92. Synergy scores: CSS=23.8, Synergy_ZIP=-2.92, Synergy_Bliss=-1.66, Synergy_Loewe=0.864, Synergy_HSA=1.08. (2) Drug 1: COC1=C(C=C2C(=C1)N=CN=C2NC3=CC(=C(C=C3)F)Cl)OCCCN4CCOCC4. Drug 2: C1C(C(OC1N2C=NC3=C2NC=NCC3O)CO)O. Cell line: SK-MEL-5. Synergy scores: CSS=33.4, Synergy_ZIP=-0.276, Synergy_Bliss=4.15, Synergy_Loewe=-21.0, Synergy_HSA=1.77. (3) Drug 1: C1=CC(=C2C(=C1NCCNCCO)C(=O)C3=C(C=CC(=C3C2=O)O)O)NCCNCCO. Drug 2: C1C(C(OC1N2C=C(C(=O)NC2=O)F)CO)O. Cell line: UACC62. Synergy scores: CSS=38.5, Synergy_ZIP=-12.4, Synergy_Bliss=-11.0, Synergy_Loewe=-5.60, Synergy_HSA=-3.30.